Dataset: Forward reaction prediction with 1.9M reactions from USPTO patents (1976-2016). Task: Predict the product of the given reaction. (1) Given the reactants [CH3:1][N:2]1[C:10](=[O:11])[C:9]2[N:8]([CH2:12][CH:13]=[CH2:14])[CH:7]=[N:6][C:5]=2[N:4]([CH2:15][CH2:16][CH2:17][CH2:18][CH3:19])[C:3]1=[O:20].[Li+].C[Si]([N-][Si](C)(C)C)(C)C.CN([CH:34]=[O:35])C, predict the reaction product. The product is: [CH3:1][N:2]1[C:10](=[O:11])[C:9]2[N:8]([CH2:12][CH:13]=[CH2:14])[C:7]([CH:34]=[O:35])=[N:6][C:5]=2[N:4]([CH2:15][CH2:16][CH2:17][CH2:18][CH3:19])[C:3]1=[O:20]. (2) The product is: [C:31]([O:34][CH2:35][C:36]([NH:1][C:2]1[CH:29]=[CH:28][C:5]([CH2:6][N:7]2[CH2:12][CH2:11][CH:10]([NH:13][C:14]([C:16]3[O:17][C:18]4[C:23]([C:24](=[O:26])[CH:25]=3)=[CH:22][CH:21]=[C:20]([F:27])[CH:19]=4)=[O:15])[CH2:9][CH2:8]2)=[CH:4][C:3]=1[F:30])=[O:37])(=[O:33])[CH3:32]. Given the reactants [NH2:1][C:2]1[CH:29]=[CH:28][C:5]([CH2:6][N:7]2[CH2:12][CH2:11][CH:10]([NH:13][C:14]([C:16]3[O:17][C:18]4[C:23]([C:24](=[O:26])[CH:25]=3)=[CH:22][CH:21]=[C:20]([F:27])[CH:19]=4)=[O:15])[CH2:9][CH2:8]2)=[CH:4][C:3]=1[F:30].[C:31]([O:34][CH2:35][C:36](O)=[O:37])(=[O:33])[CH3:32].CCN=C=NCCCN(C)C.C1C=CC2N(O)N=NC=2C=1.CN1CCOCC1, predict the reaction product. (3) Given the reactants [I:1]I.C1C=CC(P(C2C=CC=CC=2)C2C=CC=CC=2)=CC=1.N1C=CN=C1.[CH3:27][O:28][C:29]1[CH:30]=[C:31]([S:37]([N:40]2[CH:44]=[CH:43][C:42]([CH2:45][CH2:46][CH2:47][CH2:48][CH2:49]O)=[CH:41]2)(=[O:39])=[O:38])[CH:32]=[CH:33][C:34]=1[O:35][CH3:36], predict the reaction product. The product is: [CH3:27][O:28][C:29]1[CH:30]=[C:31]([S:37]([N:40]2[CH:44]=[CH:43][C:42]([CH2:45][CH2:46][CH2:47][CH2:48][CH2:49][I:1])=[CH:41]2)(=[O:39])=[O:38])[CH:32]=[CH:33][C:34]=1[O:35][CH3:36]. (4) Given the reactants [CH2:1]([O:3][C:4]([CH2:6][C:7]1[C:8](=[O:13])[CH2:9][C@@H:10]([OH:12])[CH:11]=1)=[O:5])[CH3:2].N1C=CN=C1.[CH2:19]([Si:21]([CH2:25][CH3:26])([CH2:23][CH3:24])Cl)[CH3:20], predict the reaction product. The product is: [CH2:1]([O:3][C:4]([CH2:6][C:7]1[C:8](=[O:13])[CH2:9][C@@H:10]([O:12][Si:21]([CH2:25][CH3:26])([CH2:23][CH3:24])[CH2:19][CH3:20])[CH:11]=1)=[O:5])[CH3:2]. (5) Given the reactants [Cl:1][C:2]1[N:3]=[C:4](Cl)[C:5]2[S:10][CH:9]=[C:8]([CH3:11])[C:6]=2[N:7]=1.[CH3:13][CH:14]1[CH2:19][CH2:18][NH:17][CH2:16][CH2:15]1, predict the reaction product. The product is: [Cl:1][C:2]1[N:3]=[C:4]([N:17]2[CH2:18][CH2:19][CH:14]([CH3:13])[CH2:15][CH2:16]2)[C:5]2[S:10][CH:9]=[C:8]([CH3:11])[C:6]=2[N:7]=1. (6) Given the reactants [C:1]([O:5][C:6]([NH:8][C@H:9]([CH2:14][C:15]1[CH:20]=[C:19]([F:21])[C:18]([F:22])=[CH:17][C:16]=1[F:23])[CH2:10][C:11]([OH:13])=O)=[O:7])([CH3:4])([CH3:3])[CH3:2].C1C=CC2N(O)N=NC=2C=1.C(Cl)CCl.CCN(C(C)C)C(C)C.FC(F)(F)C(O)=O.[CH2:54]([O:56][C:57]([C:59]1[N:60]=[CH:61][N:62]2[C:68]=1[CH2:67][NH:66][CH2:65][C:64]1[CH:69]=[CH:70][CH:71]=[CH:72][C:63]2=1)=[O:58])[CH3:55], predict the reaction product. The product is: [CH2:54]([O:56][C:57]([C:59]1[N:60]=[CH:61][N:62]2[C:68]=1[CH2:67][N:66]([C:11](=[O:13])[CH2:10][C@H:9]([NH:8][C:6]([O:5][C:1]([CH3:2])([CH3:3])[CH3:4])=[O:7])[CH2:14][C:15]1[CH:20]=[C:19]([F:21])[C:18]([F:22])=[CH:17][C:16]=1[F:23])[CH2:65][C:64]1[CH:69]=[CH:70][CH:71]=[CH:72][C:63]2=1)=[O:58])[CH3:55].